Dataset: Full USPTO retrosynthesis dataset with 1.9M reactions from patents (1976-2016). Task: Predict the reactants needed to synthesize the given product. (1) Given the product [OH:1][C:2]1[C:3]([CH2:44][CH:45]([C:47]2[CH:52]=[CH:51][CH:50]=[CH:49][CH:48]=2)[CH3:46])=[N:4][C:5]2[C:10]([C:11]=1[C:12]([OH:14])=[O:13])=[CH:9][CH:8]=[C:7]([CH3:15])[C:6]=2[CH3:18], predict the reactants needed to synthesize it. The reactants are: [OH:1][C:2]1[C:3](C(C2C=CC=CC=2)(C)C)=[N:4][C:5]2[C:10]([C:11]=1[C:12]([OH:14])=[O:13])=[CH:9][CH:8]=[C:7]1[CH2:15]CC[CH2:18][C:6]=21.CC1C(C)=C2C(C(=O)C(=O)N2)=CC=1.OCC(=O)[CH2:44][CH:45]([C:47]1[CH:52]=[CH:51][CH:50]=[CH:49][CH:48]=1)[CH3:46]. (2) Given the product [Cl:1][C:2]1[CH:11]=[CH:10][C:9]2[C:4](=[CH:5][CH:6]=[C:7]([O:12][CH2:22][C:21]3[CH:24]=[CH:25][C:18]([F:17])=[CH:19][CH:20]=3)[CH:8]=2)[N:3]=1, predict the reactants needed to synthesize it. The reactants are: [Cl:1][C:2]1[CH:11]=[CH:10][C:9]2[C:4](=[CH:5][CH:6]=[C:7]([OH:12])[CH:8]=2)[N:3]=1.CC(C)=O.[F:17][C:18]1[CH:25]=[CH:24][C:21]([CH2:22]Br)=[CH:20][CH:19]=1. (3) The reactants are: [CH2:1]([O:3][C:4](=[O:24])[C@@H:5]([O:21][CH2:22][CH3:23])[CH2:6][C:7]1[CH:12]=[CH:11][C:10]([O:13]CC2C=CC=CC=2)=[CH:9][CH:8]=1)[CH3:2]. Given the product [CH2:1]([O:3][C:4](=[O:24])[C@@H:5]([O:21][CH2:22][CH3:23])[CH2:6][C:7]1[CH:8]=[CH:9][C:10]([OH:13])=[CH:11][CH:12]=1)[CH3:2], predict the reactants needed to synthesize it. (4) Given the product [C:18]([O:17][C:15]([N:11]1[CH2:12][CH2:13][CH2:14][C@H:10]1[CH2:9][O:8][C:6]1[CH:5]=[N:4][CH:3]=[C:2]([N:34]2[CH2:35][CH2:36][CH:31]([CH2:30][CH2:29][O:28][CH2:27][C:26]3[CH:37]=[CH:38][C:23]([F:22])=[CH:24][CH:25]=3)[CH2:32][CH2:33]2)[CH:7]=1)=[O:16])([CH3:21])([CH3:20])[CH3:19], predict the reactants needed to synthesize it. The reactants are: Br[C:2]1[CH:3]=[N:4][CH:5]=[C:6]([O:8][CH2:9][C@H:10]2[CH2:14][CH2:13][CH2:12][N:11]2[C:15]([O:17][C:18]([CH3:21])([CH3:20])[CH3:19])=[O:16])[CH:7]=1.[F:22][C:23]1[CH:38]=[CH:37][C:26]([CH2:27][O:28][CH2:29][CH2:30][CH:31]2[CH2:36][CH2:35][NH:34][CH2:33][CH2:32]2)=[CH:25][CH:24]=1.CC(C)([O-])C.[Na+]. (5) Given the product [ClH:23].[Cl:23][C:20]1[CH:21]=[CH:22][C:17]([O:16][C:15]2[CH:32]=[C:33]([F:34])[C:12]([S:9](=[O:10])(=[O:11])[NH:8][C:36]3[N:37]=[CH:38][S:39][CH:40]=3)=[CH:13][C:14]=2[Cl:35])=[C:18]([CH2:24][CH2:25][CH2:26][NH:27][CH2:28][C:29]([OH:31])=[O:30])[CH:19]=1, predict the reactants needed to synthesize it. The reactants are: C(OC([N:8]([C:36]1[N:37]=[CH:38][S:39][CH:40]=1)[S:9]([C:12]1[C:33]([F:34])=[CH:32][C:15]([O:16][C:17]2[CH:22]=[CH:21][C:20]([Cl:23])=[CH:19][C:18]=2[CH2:24][CH2:25][CH2:26][NH:27][CH2:28][C:29]([OH:31])=[O:30])=[C:14]([Cl:35])[CH:13]=1)(=[O:11])=[O:10])=O)(C)(C)C.Cl.CCCCC. (6) Given the product [CH2:8]([N:5]1[CH2:6][CH2:7][CH:2]([NH:1][C:58]([CH2:24][C:20]2[CH:19]=[C:18]3[C:23](=[CH:22][CH:21]=2)[NH:15][N:16]=[CH:17]3)=[O:59])[CH2:4]1)[C:9]1[CH:10]=[CH:11][CH:12]=[CH:13][CH:14]=1, predict the reactants needed to synthesize it. The reactants are: [NH2:1][CH:2]1[CH2:7][CH2:6][N:5]([CH2:8][C:9]2[CH:14]=[CH:13][CH:12]=[CH:11][CH:10]=2)[CH2:4]C1.[NH:15]1[C:23]2[C:18](=[CH:19][C:20]([C:24](O)=O)=[CH:21][CH:22]=2)[CH:17]=[N:16]1.Cl.C(N=C=NCCCN(C)C)C.ON1C2C=CC=CC=2N=N1.CN(C1C=CC=CN=1)C.[C:58](=O)([O-])[OH:59].[Na+]. (7) Given the product [CH3:16][C:17]1[CH:22]=[CH:21][C:20]([S:23]([NH:26][C:27](=[O:52])[O:28][C@H:29]([CH3:51])[CH2:30][C:31]2[CH:32]=[CH:33][C:34]([N:37]3[C:6]4[CH:7]=[C:2]([Cl:1])[C:3]([C:12]([F:15])([F:14])[F:13])=[CH:4][C:5]=4[N:9]=[C:38]3[CH2:49][CH3:50])=[CH:35][CH:36]=2)(=[O:25])=[O:24])=[CH:19][CH:18]=1, predict the reactants needed to synthesize it. The reactants are: [Cl:1][C:2]1[CH:7]=[C:6](Cl)[C:5]([N+:9]([O-])=O)=[CH:4][C:3]=1[C:12]([F:15])([F:14])[F:13].[CH3:16][C:17]1[CH:22]=[CH:21][C:20]([S:23]([NH:26][C:27](=[O:52])[O:28][C@H:29]([CH3:51])[CH2:30][C:31]2[CH:36]=[CH:35][C:34]([N:37]3C4C=CC(C(=O)C)=CC=4N=[C:38]3[CH2:49][CH3:50])=[CH:33][CH:32]=2)(=[O:25])=[O:24])=[CH:19][CH:18]=1. (8) Given the product [CH2:26]([C:25]1[N:28]=[C:20]([C:18]2[CH:17]=[N:16][C:12]3[O:13][CH2:14][CH2:15][N:10]([S:7]([C:1]4[CH:6]=[CH:5][CH:4]=[CH:3][CH:2]=4)(=[O:9])=[O:8])[C:11]=3[CH:19]=2)[O:21][N:24]=1)[CH3:27], predict the reactants needed to synthesize it. The reactants are: [C:1]1([S:7]([N:10]2[CH2:15][CH2:14][O:13][C:12]3[N:16]=[CH:17][C:18]([C:20](Cl)=[O:21])=[CH:19][C:11]2=3)(=[O:9])=[O:8])[CH:6]=[CH:5][CH:4]=[CH:3][CH:2]=1.O[NH:24][C:25](=[NH:28])[CH2:26][CH3:27].CCN(C(C)C)C(C)C.